From a dataset of Forward reaction prediction with 1.9M reactions from USPTO patents (1976-2016). Predict the product of the given reaction. (1) Given the reactants [Si:1]([O:8][C:9]1([C:12]2[CH:17]=[CH:16][C:15]([CH:18]([CH3:22])[C:19](O)=[O:20])=[CH:14][C:13]=2[F:23])[CH2:11][CH2:10]1)([C:4]([CH3:7])([CH3:6])[CH3:5])([CH3:3])[CH3:2].CCN(C(C)C)C(C)C.CN(C(ON1N=NC2C=CC=CC1=2)=[N+](C)C)C.[B-](F)(F)(F)F.C1C=CC2N(O)N=NC=2C=1.[C:65]([C:69]1[CH:73]=[C:72]([CH2:74][NH2:75])[N:71]([C:76]2[CH:81]=[CH:80][CH:79]=[C:78]([Cl:82])[CH:77]=2)[N:70]=1)([CH3:68])([CH3:67])[CH3:66], predict the reaction product. The product is: [C:65]([C:69]1[CH:73]=[C:72]([CH2:74][NH:75][C:19](=[O:20])[CH:18]([C:15]2[CH:16]=[CH:17][C:12]([C:9]3([O:8][Si:1]([C:4]([CH3:5])([CH3:6])[CH3:7])([CH3:2])[CH3:3])[CH2:10][CH2:11]3)=[C:13]([F:23])[CH:14]=2)[CH3:22])[N:71]([C:76]2[CH:81]=[CH:80][CH:79]=[C:78]([Cl:82])[CH:77]=2)[N:70]=1)([CH3:68])([CH3:66])[CH3:67]. (2) Given the reactants Cl.Cl.Cl.Cl.[NH2:5][C:6]1[C:11]([O:12][CH3:13])=[CH:10][C:9]([C:14]2[CH:15]=[CH:16][C:17]([N:20]3[CH2:26][CH2:25][CH2:24][N:23]([C:27]4[CH:32]=[CH:31][C:30]([C:33]5[CH:38]=[C:37]([O:39][CH3:40])[C:36]([NH2:41])=[C:35]([O:42][CH3:43])[CH:34]=5)=[CH:29][N:28]=4)[CH2:22][CH2:21]3)=[N:18][CH:19]=2)=[CH:8][C:7]=1[O:44][CH3:45].[CH3:46][S:47](Cl)(=[O:49])=[O:48], predict the reaction product. The product is: [CH3:46][S:47]([NH:5][C:6]1[C:11]([O:12][CH3:13])=[CH:10][C:9]([C:14]2[CH:15]=[CH:16][C:17]([N:20]3[CH2:26][CH2:25][CH2:24][N:23]([C:27]4[CH:32]=[CH:31][C:30]([C:33]5[CH:38]=[C:37]([O:39][CH3:40])[C:36]([NH:41][S:47]([CH3:46])(=[O:49])=[O:48])=[C:35]([O:42][CH3:43])[CH:34]=5)=[CH:29][N:28]=4)[CH2:22][CH2:21]3)=[N:18][CH:19]=2)=[CH:8][C:7]=1[O:44][CH3:45])(=[O:49])=[O:48]. (3) Given the reactants [F:1][C:2]1[CH:3]=[C:4]([CH:7]=[C:8]([F:11])[C:9]=1F)[CH:5]=[O:6].[F:12][C:13]1[CH:14]=[C:15]([OH:19])[CH:16]=[CH:17][CH:18]=1, predict the reaction product. The product is: [F:11][C:8]1[CH:7]=[C:4]([CH:3]=[C:2]([F:1])[C:9]=1[O:19][C:15]1[CH:16]=[CH:17][CH:18]=[C:13]([F:12])[CH:14]=1)[CH:5]=[O:6]. (4) Given the reactants [OH-].[K+].[N:3]1[C:7]2[CH:8]=[CH:9][CH:10]=[CH:11][C:6]=2[NH:5][CH:4]=1.[CH3:12][O:13][CH2:14][CH2:15]Cl, predict the reaction product. The product is: [CH3:12][O:13][CH2:14][CH2:15][N:3]1[C:7]2[CH:8]=[CH:9][CH:10]=[CH:11][C:6]=2[N:5]=[CH:4]1. (5) Given the reactants [CH:1]1([NH:4][C:5]([C:7]2[CH:8]=[C:9]([F:17])[C:10]([CH3:16])=[C:11](B(O)O)[CH:12]=2)=[O:6])[CH2:3][CH2:2]1.[C:18](=[O:21])([O-])[OH:19].[Na+].[CH:23]([OH:26])([CH3:25])[CH3:24], predict the reaction product. The product is: [CH:1]1([NH:4][C:5]([C:7]2[CH:8]=[C:9]([F:17])[C:10]([CH3:16])=[C:11]([C:24]3[CH:3]=[CH:1][C:2]([C:18]([OH:19])=[O:21])=[CH:25][C:23]=3[O:26][CH2:11][CH2:12][CH2:7][CH2:5][OH:6])[CH:12]=2)=[O:6])[CH2:3][CH2:2]1. (6) Given the reactants [Cl:1][C:2]1[N:10]=[C:9]2[C:5]([N:6]=[CH:7][N:8]2[CH:11]2[CH2:16][CH2:15][CH2:14][CH2:13][O:12]2)=[C:4]([Cl:17])[N:3]=1.[Br:18]C(Cl)(Cl)C(Cl)(Cl)Br.[Br-], predict the reaction product. The product is: [Br:18][C:7]1[N:8]([CH:11]2[CH2:16][CH2:15][CH2:14][CH2:13][O:12]2)[C:9]2[C:5]([N:6]=1)=[C:4]([Cl:17])[N:3]=[C:2]([Cl:1])[N:10]=2. (7) Given the reactants C(O)(C(F)(F)F)=O.[F:8][C:9]([F:47])([F:46])[C:10]1[CH:11]=[C:12]([CH2:20][N:21]([CH3:45])[C:22](=[O:44])[CH2:23]/[C:24](=[C:32]2/[CH2:33][N:34](C(OC(C)(C)C)=O)[CH2:35][CH2:36]/2)/[C:25]2[CH:30]=[CH:29][C:28]([F:31])=[CH:27][CH:26]=2)[CH:13]=[C:14]([C:16]([F:19])([F:18])[F:17])[CH:15]=1, predict the reaction product. The product is: [F:47][C:9]([F:8])([F:46])[C:10]1[CH:11]=[C:12]([CH2:20][N:21]([CH3:45])[C:22](=[O:44])[CH2:23]/[C:24](/[C:25]2[CH:26]=[CH:27][C:28]([F:31])=[CH:29][CH:30]=2)=[C:32]2/[CH2:33][NH:34][CH2:35][CH2:36]/2)[CH:13]=[C:14]([C:16]([F:18])([F:19])[F:17])[CH:15]=1.